From a dataset of Retrosynthesis with 50K atom-mapped reactions and 10 reaction types from USPTO. Predict the reactants needed to synthesize the given product. (1) Given the product COc1ccc(Cn2cncn2)cc1, predict the reactants needed to synthesize it. The reactants are: COc1ccc(CCl)cc1.c1nc[nH]n1. (2) Given the product CCOC(=O)C1CCc2c([nH]c3c(C(=O)O)cc(F)c(Br)c23)C1, predict the reactants needed to synthesize it. The reactants are: CCOC(=O)C1CCCC(=O)C1.NNc1cc(Br)c(F)cc1C(=O)O. (3) Given the product COc1ccc2nnc(C#N)c(/C=C/C34CCC(NCc5ccc6c(n5)NC(=O)CO6)(CC3)CO4)c2n1, predict the reactants needed to synthesize it. The reactants are: COc1ccc2nnc(C#N)c(/C=C/C34CCC(N)(CC3)CO4)c2n1.O=Cc1ccc2c(n1)NC(=O)CO2. (4) The reactants are: CS(=O)(=O)c1ccc(-n2ccc(OCc3ccccc3)cc2=O)cc1. Given the product CS(=O)(=O)c1ccc(-n2ccc(O)cc2=O)cc1, predict the reactants needed to synthesize it.